From a dataset of Forward reaction prediction with 1.9M reactions from USPTO patents (1976-2016). Predict the product of the given reaction. (1) The product is: [C:41]([C:31]1[CH:32]=[C:33]([CH2:39][CH3:40])[CH:34]=[C:35]2[C:30]=1[N:29]=[C:28]([C:26]([OH:27])=[O:25])[CH:37]=[C:36]2[OH:38])#[N:42]. Given the reactants COC(C1C=C(O)C2C(=C(OCC3C=CC=CC=3)C=CC=2)N=1)=O.C[O:25][C:26]([C:28]1[CH:37]=[C:36]([OH:38])[C:35]2[C:30](=[C:31]([C:41]#[N:42])[CH:32]=[C:33]([CH2:39][CH3:40])[CH:34]=2)[N:29]=1)=[O:27], predict the reaction product. (2) Given the reactants [NH2:1][CH2:2][C:3]1[CH:4]=[C:5]2[C:10](=[CH:11][CH:12]=1)[C:9](=[O:13])[N:8]([CH2:14][CH:15]([CH3:17])[CH3:16])[C:7]([CH2:18][NH:19][C:20](=[O:26])[O:21][C:22]([CH3:25])([CH3:24])[CH3:23])=[C:6]2[C:27]1[CH:32]=[CH:31][CH:30]=[CH:29][CH:28]=1.Cl[C:34]([O:36][CH2:37][CH3:38])=[O:35].C(N(CC)CC)C, predict the reaction product. The product is: [C:22]([O:21][C:20]([NH:19][CH2:18][C:7]1[N:8]([CH2:14][CH:15]([CH3:17])[CH3:16])[C:9](=[O:13])[C:10]2[C:5]([C:6]=1[C:27]1[CH:28]=[CH:29][CH:30]=[CH:31][CH:32]=1)=[CH:4][C:3]([CH2:2][NH:1][C:34](=[O:35])[O:36][CH2:37][CH3:38])=[CH:12][CH:11]=2)=[O:26])([CH3:25])([CH3:23])[CH3:24].